The task is: Predict the reactants needed to synthesize the given product.. This data is from Full USPTO retrosynthesis dataset with 1.9M reactions from patents (1976-2016). The reactants are: [C:1]1([C:7]2[NH:8][CH:9]=[CH:10][N:11]=2)[CH:6]=[CH:5][CH:4]=[CH:3][CH:2]=1.Br[C:13]1[CH:18]=[CH:17][CH:16]=[CH:15][C:14]=1Br.C(=O)([O-])[O-].[Cs+].[Cs+].CC1(C)C2C(=C(P(C3C=CC=CC=3)C3C=CC=CC=3)C=CC=2)OC2C(P(C3C=CC=CC=3)C3C=CC=CC=3)=CC=CC1=2. Given the product [N:11]1[CH:10]=[CH:9][N:8]2[C:7]=1[C:1]1[CH:2]=[CH:3][CH:4]=[CH:5][C:6]=1[C:18]1[CH:17]=[CH:16][CH:15]=[CH:14][C:13]2=1, predict the reactants needed to synthesize it.